Dataset: Full USPTO retrosynthesis dataset with 1.9M reactions from patents (1976-2016). Task: Predict the reactants needed to synthesize the given product. (1) Given the product [C:1]([C:3]1[CH:4]=[C:5]([C:14]2[O:18][N:17]=[C:16]([C:19]3[CH:27]=[CH:26][C:25]4[N:24]5[CH2:28][CH2:29][CH:30]([CH2:31][C:32]([OH:34])=[O:33])[C:23]5=[CH:22][C:21]=4[CH:20]=3)[N:15]=2)[CH:6]=[CH:7][C:8]=1[O:9][C:10]([F:13])([F:11])[F:12])#[N:2], predict the reactants needed to synthesize it. The reactants are: [C:1]([C:3]1[CH:4]=[C:5]([C:14]2[O:18][N:17]=[C:16]([C:19]3[CH:27]=[CH:26][C:25]4[N:24]5[CH2:28][CH2:29][CH:30]([CH2:31][C:32]([O:34]C(C)(C)C)=[O:33])[C:23]5=[CH:22][C:21]=4[CH:20]=3)[N:15]=2)[CH:6]=[CH:7][C:8]=1[O:9][C:10]([F:13])([F:12])[F:11])#[N:2].C1(SC)C=CC=CC=1.FC(F)(F)C(O)=O. (2) Given the product [CH:57]1([C:2]2[CH:7]=[CH:6][C:5]([N:8]3[C:12]4[N:13]=[CH:14][N:15]([CH2:18][C:19]5([OH:32])[CH2:24][CH2:23][N:22]([C:25]([O:27][C:28]([CH3:29])([CH3:31])[CH3:30])=[O:26])[CH2:21][CH2:20]5)[C:16](=[O:17])[C:11]=4[CH:10]=[N:9]3)=[CH:4][CH:3]=2)[CH2:58][CH2:59][CH2:54]1, predict the reactants needed to synthesize it. The reactants are: Br[C:2]1[CH:7]=[CH:6][C:5]([N:8]2[C:12]3[N:13]=[CH:14][N:15]([CH2:18][C:19]4([OH:32])[CH2:24][CH2:23][N:22]([C:25]([O:27][C:28]([CH3:31])([CH3:30])[CH3:29])=[O:26])[CH2:21][CH2:20]4)[C:16](=[O:17])[C:11]=3[CH:10]=[N:9]2)=[CH:4][CH:3]=1.COC1C=CC=C(OC)C=1C1C=CC=CC=1P([CH:54]1[CH2:59][CH2:58][CH2:57]CC1)[CH:58]1[CH2:57]CC[CH2:54][CH2:59]1.Br[Zn]C1CCC1. (3) Given the product [C:14]([O-:26])(=[O:25])[CH2:15][C:16]([CH2:21][C:22]([O-:24])=[O:23])([C:18]([O-:20])=[O:19])[OH:17].[NH4+:27].[NH4+:27].[NH4+:27].[O:2]=[CH:3][C@@H:4]([C@H:6]([C@@H:8]([C@@H:10]([CH2:12][OH:13])[OH:11])[OH:9])[OH:7])[OH:5], predict the reactants needed to synthesize it. The reactants are: O.[O:2]=[CH:3][C@@H:4]([C@H:6]([C@@H:8]([C@@H:10]([CH2:12][OH:13])[OH:11])[OH:9])[OH:7])[OH:5].[C:14]([OH:26])(=[O:25])[CH2:15][C:16]([CH2:21][C:22]([OH:24])=[O:23])([C:18]([OH:20])=[O:19])[OH:17].[NH3:27].[SiH4]. (4) Given the product [CH3:17][N:15]([CH3:16])[CH2:14][CH2:13][O:12][C:11]1[CH:18]=[CH:19][CH:20]=[CH:21][C:10]=1[O:9][CH2:2][CH2:3][OH:23], predict the reactants needed to synthesize it. The reactants are: Cl.[CH2:2]([O:9][C:10]1[CH:21]=[CH:20][CH:19]=[CH:18][C:11]=1[O:12][CH2:13][CH2:14][N:15]([CH3:17])[CH3:16])[C:3]1C=CC=CC=1.C1(=O)OCC[O:23]1.C(=O)([O-])[O-].[K+].[K+]. (5) Given the product [OH:9][CH2:8][CH:7]([NH:6][C:3](=[O:5])[CH3:4])[CH2:13][C:14]1[S:18][CH:17]=[N:16][CH:15]=1, predict the reactants needed to synthesize it. The reactants are: [BH4-].[Na+].[C:3]([NH:6][CH:7]([CH2:13][C:14]1[S:18][CH:17]=[N:16][CH:15]=1)[C:8](OCC)=[O:9])(=[O:5])[CH3:4]. (6) Given the product [NH2:25][C:4]1[C:5]([N:8]2[CH2:9][CH2:10][CH:11]([CH2:14][C:15]([N:17]3[CH2:23][CH2:22][CH2:21][N:20]([CH3:24])[CH2:19][CH2:18]3)=[O:16])[CH2:12][CH2:13]2)=[N:6][CH:7]=[C:2]([Br:1])[CH:3]=1, predict the reactants needed to synthesize it. The reactants are: [Br:1][C:2]1[CH:3]=[C:4]([N+:25]([O-])=O)[C:5]([N:8]2[CH2:13][CH2:12][CH:11]([CH2:14][C:15]([N:17]3[CH2:23][CH2:22][CH2:21][N:20]([CH3:24])[CH2:19][CH2:18]3)=[O:16])[CH2:10][CH2:9]2)=[N:6][CH:7]=1.[OH-].[K+].S(S([O-])=O)([O-])=O.[Na+].[Na+].Cl. (7) Given the product [F:44][C:42]1[CH:43]=[C:38]([CH:39]=[C:40]([F:45])[CH:41]=1)[CH2:37][N:36]([CH3:35])[C:5]([N:23]1[CH2:24][CH2:25][N:20]([C:18]([O:17][C:13]([CH3:16])([CH3:15])[CH3:14])=[O:19])[CH2:21][C@@H:22]1[C:26]1[CH:31]=[CH:30][C:29]([F:32])=[CH:28][C:27]=1[CH3:33])=[O:11], predict the reactants needed to synthesize it. The reactants are: ClC(Cl)(O[C:5](=[O:11])OC(Cl)(Cl)Cl)Cl.[C:13]([O:17][C:18]([N:20]1[CH2:25][CH2:24][NH:23][C@@H:22]([C:26]2[CH:31]=[CH:30][C:29]([F:32])=[CH:28][C:27]=2[CH3:33])[CH2:21]1)=[O:19])([CH3:16])([CH3:15])[CH3:14].Cl.[CH3:35][NH:36][CH2:37][C:38]1[CH:43]=[C:42]([F:44])[CH:41]=[C:40]([F:45])[CH:39]=1. (8) Given the product [C:20]([C@H:21]([NH:38][C:39](=[O:45])[O:40][C:41]([CH3:44])([CH3:43])[CH3:42])[CH2:22][CH2:23][C:24]1[CH:29]=[CH:28][C:27]([CH2:30][CH2:31][CH2:32][CH2:33][CH2:34][CH2:35][CH2:36][CH3:37])=[CH:26][CH:25]=1)#[N:19], predict the reactants needed to synthesize it. The reactants are: N1C(Cl)=NC(Cl)=NC=1Cl.N1C(C)=CC(C)=CC=1C.[NH2:19][C:20](=O)[C@H:21]([NH:38][C:39](=[O:45])[O:40][C:41]([CH3:44])([CH3:43])[CH3:42])[CH2:22][CH2:23][C:24]1[CH:29]=[CH:28][C:27]([CH2:30][CH2:31][CH2:32][CH2:33][CH2:34][CH2:35][CH2:36][CH3:37])=[CH:26][CH:25]=1. (9) Given the product [CH3:33][CH:34]([CH3:69])[C@H:35]([N:40]1[CH2:48][C:47]2[C:42](=[CH:43][C:44]([C:49]3[CH:50]=[CH:51][C:52]([NH:55][C:56](=[O:67])[C:57]4[CH:62]=[CH:61][C:60]([C:63]([F:66])([F:64])[F:65])=[CH:59][CH:58]=4)=[CH:53][CH:54]=3)=[CH:45][CH:46]=2)[C:41]1=[O:68])[C:36]([OH:38])=[O:37], predict the reactants needed to synthesize it. The reactants are: C(NC1C=CC(C2C=C3C(CN([C@@H](C(C)C)C(O)=O)C3=O)=CC=2)=CC=1)(=O)C1C=CC=CC=1.[CH3:33][CH:34]([CH3:69])[C@H:35]([N:40]1[CH2:48][C:47]2[C:42](=[CH:43][C:44]([C:49]3[CH:54]=[CH:53][C:52]([NH:55][C:56](=[O:67])[C:57]4[CH:62]=[CH:61][C:60]([C:63]([F:66])([F:65])[F:64])=[CH:59][CH:58]=4)=[CH:51][CH:50]=3)=[CH:45][CH:46]=2)[C:41]1=[O:68])[C:36]([O:38]C)=[O:37]. (10) Given the product [ClH:23].[CH2:1]([C:8]1[S:9][C:10]2[C:19]3[CH:18]=[CH:17][CH:16]=[CH:15][C:14]=3[N:13]=[C:12]([NH2:20])[C:11]=2[N:27]=1)[C:2]1[CH:3]=[CH:4][CH:5]=[CH:6][CH:7]=1, predict the reactants needed to synthesize it. The reactants are: [CH2:1]([C:8]1[S:9][C:10]2[C:19]3[CH:18]=[CH:17][CH:16]=[CH:15][C:14]=3[N:13]=[C:12]([NH:20]C(=O)C(Cl)(Cl)[Cl:23])[C:11]=2[N:27]=1)[C:2]1[CH:7]=[CH:6][CH:5]=[CH:4][CH:3]=1.C[O-].[Na+].Cl.